This data is from Forward reaction prediction with 1.9M reactions from USPTO patents (1976-2016). The task is: Predict the product of the given reaction. (1) The product is: [CH3:1][C:2]1[CH:7]=[C:6]([CH3:8])[CH:5]=[C:4]([CH3:9])[C:3]=1[N:10]=[C:11]([C:13]1[CH:18]=[CH:17][CH:16]=[C:15]([C:19](=[N:29][C:28]2[CH:27]=[CH:26][C:25]([O:24][Si:23]([CH3:33])([CH3:32])[CH3:22])=[CH:31][CH:30]=2)[CH3:20])[N:14]=1)[CH3:12]. Given the reactants [CH3:1][C:2]1[CH:7]=[C:6]([CH3:8])[CH:5]=[C:4]([CH3:9])[C:3]=1[N:10]=[C:11]([C:13]1[CH:18]=[CH:17][CH:16]=[C:15]([C:19](=O)[CH3:20])[N:14]=1)[CH3:12].[CH3:22][Si:23]([CH3:33])([CH3:32])[O:24][C:25]1[CH:31]=[CH:30][C:28]([NH2:29])=[CH:27][CH:26]=1, predict the reaction product. (2) The product is: [NH2:1][C:2]1[CH:3]=[CH:4][C:5]([CH:9]2[CH2:14][C:13]([CH3:16])([CH3:15])[O:12][C:11]([CH3:24])([C:17]([O:19][CH2:20][CH2:21][CH2:22][CH3:23])=[O:18])[CH2:10]2)=[N:6][C:7]=1[C:29]1[CH2:30][CH2:31][C:26]([CH3:41])([CH3:25])[CH2:27][CH:28]=1. Given the reactants [NH2:1][C:2]1[CH:3]=[CH:4][C:5]([CH:9]2[CH2:14][C:13]([CH3:16])([CH3:15])[O:12][C:11]([CH3:24])([C:17]([O:19][CH2:20][CH2:21][CH2:22][CH3:23])=[O:18])[CH2:10]2)=[N:6][C:7]=1Br.[CH3:25][C:26]1([CH3:41])[CH2:31][CH2:30][C:29](B2OC(C)(C)C(C)(C)O2)=[CH:28][CH2:27]1.C([O-])([O-])=O.[Na+].[Na+].C([O-])([O-])=O.[K+].[K+].C([O-])([O-])=O.[Cs+].[Cs+], predict the reaction product. (3) Given the reactants C(O/[CH:4]=[C:5](/[C:11](=O)[CH:12]([F:14])[F:13])\[C:6]([O:8][CH2:9][CH3:10])=[O:7])C.C[N:17](C)/[CH:18]=[CH:19]/[C:20]#[N:21], predict the reaction product. The product is: [C:20]([C:19]1[CH:18]=[N:17][C:11]([CH:12]([F:13])[F:14])=[C:5]([CH:4]=1)[C:6]([O:8][CH2:9][CH3:10])=[O:7])#[N:21]. (4) Given the reactants B.[CH2:2]1[CH2:6][O:5][CH2:4][CH2:3]1.[C:7]1([C@@H:13]([N:15]2CC3C[CH:16]2[CH:17]=C3)[CH3:14])[CH:12]=[CH:11][CH:10]=[CH:9][CH:8]=1.[OH-].[Na+].OO.[NH4+].[OH-], predict the reaction product. The product is: [C:7]1([C@@H:13]([N:15]2[CH2:4][C@H:3]3[CH2:17][C@@H:16]2[CH:6]([OH:5])[CH2:2]3)[CH3:14])[CH:12]=[CH:11][CH:10]=[CH:9][CH:8]=1.